Dataset: Full USPTO retrosynthesis dataset with 1.9M reactions from patents (1976-2016). Task: Predict the reactants needed to synthesize the given product. (1) Given the product [Br:15][C:12]1[CH:13]=[CH:14][C:9]([O:5][CH2:4][CH2:3][O:2][CH3:1])=[N:10][CH:11]=1, predict the reactants needed to synthesize it. The reactants are: [CH3:1][O:2][CH2:3][CH2:4][OH:5].[H-].[Na+].Br[C:9]1[CH:14]=[CH:13][C:12]([Br:15])=[CH:11][N:10]=1. (2) Given the product [C:16]1([C:2]2[CH:15]=[CH:14][C:13]3[C:4](=[CH:5][C:6]4[C:11]([CH:12]=3)=[CH:10][CH:9]=[CH:8][CH:7]=4)[CH:3]=2)[CH:21]=[CH:20][CH:19]=[CH:18][CH:17]=1, predict the reactants needed to synthesize it. The reactants are: Cl[C:2]1[CH:15]=[CH:14][C:13]2[C:4](=[CH:5][C:6]3[C:11]([CH:12]=2)=[CH:10][CH:9]=[CH:8][CH:7]=3)[CH:3]=1.[C:16]1(B(O)O)[CH:21]=[CH:20][CH:19]=[CH:18][CH:17]=1.P([O-])([O-])([O-])=O.[K+].[K+].[K+]. (3) Given the product [N:12]1([CH2:17][C:18]2[CH:19]=[CH:20][C:21]([C:4]3[CH:5]=[CH:6][CH:7]=[CH:8][C:3]=3[O:2][CH3:1])=[N:22][CH:23]=2)[CH:16]=[CH:15][N:14]=[CH:13]1, predict the reactants needed to synthesize it. The reactants are: [CH3:1][O:2][C:3]1[CH:8]=[CH:7][CH:6]=[CH:5][C:4]=1B(O)O.[N:12]1([CH2:17][C:18]2[CH:19]=[CH:20][C:21](Br)=[N:22][CH:23]=2)[CH:16]=[CH:15][N:14]=[CH:13]1. (4) Given the product [Cl:24][C:22]1[C:21]2[C:16](=[CH:17][CH:18]=[CH:19][CH:20]=2)[C:15]([N:25]2[CH2:26][CH2:27][CH:28]([OH:31])[CH2:29][CH2:30]2)=[C:14]([CH:12]([NH:11][C:2]2[N:10]=[CH:9][N:8]=[C:7]3[C:3]=2[N:4]=[CH:5][NH:6]3)[CH3:13])[CH:23]=1, predict the reactants needed to synthesize it. The reactants are: Br[C:2]1[N:10]=[CH:9][N:8]=[C:7]2[C:3]=1[N:4]=[CH:5][NH:6]2.[NH2:11][CH:12]([C:14]1[CH:23]=[C:22]([Cl:24])[C:21]2[C:16](=[CH:17][CH:18]=[CH:19][CH:20]=2)[C:15]=1[N:25]1[CH2:30][CH2:29][CH:28]([OH:31])[CH2:27][CH2:26]1)[CH3:13].C(N(CC)C(C)C)(C)C. (5) Given the product [CH3:1][C@@H:2]1[CH2:30][O:29][C@@:5]2([O:9][C@H:8]3[CH2:10][C@H:11]4[C@@H:16]5[CH2:17][CH2:18][C@@H:19]6[CH2:24][C@@H:23]([O:25][C@@H:41]7[O:42][C@H:43]([CH2:64][OH:65])[C@@H:44]([OH:55])[C@H:45]([OH:46])[C@H:40]7[OH:39])[CH2:22][CH2:21][C@:20]6([CH3:26])[C@H:15]5[CH2:14][CH2:13][C@:12]4([CH3:27])[C@H:7]3[C@@H:6]2[CH3:28])[CH2:4][CH2:3]1, predict the reactants needed to synthesize it. The reactants are: [CH3:1][C@@H:2]1[CH2:30][O:29][C@@:5]2([O:9][C@H:8]3[CH2:10][C@H:11]4[C@@H:16]5[CH2:17][CH2:18][C@@H:19]6[CH2:24][C@@H:23]([OH:25])[CH2:22][CH2:21][C@:20]6([CH3:26])[C@H:15]5[CH2:14][CH2:13][C@:12]4([CH3:27])[C@H:7]3[C@@H:6]2[CH3:28])[CH2:4][CH2:3]1.C([O:39][C@@H:40]1[C@@H:45]([O:46]C(=O)C2C=CC=CC=2)[C@H:44]([O:55]C(=O)C2C=CC=CC=2)[C@@H:43]([CH2:64][O:65]C(=O)C2C=CC=CC=2)[O:42][C@@H:41]1Br)(=O)C1C=CC=CC=1. (6) Given the product [C:1]([NH:4][CH:5]([CH2:9][C:10]1[C:19]2[C:14](=[CH:15][CH:16]=[CH:17][CH:18]=2)[C:13]([NH2:20])=[CH:12][CH:11]=1)[C:6]([NH:35][CH2:39][CH2:38][CH2:43][CH2:42][CH3:41])=[O:8])(=[O:3])[CH3:2], predict the reactants needed to synthesize it. The reactants are: [C:1]([NH:4][CH:5]([CH2:9][C:10]1[C:19]2[C:14](=[CH:15][CH:16]=[CH:17][CH:18]=2)[C:13]([NH2:20])=[CH:12][CH:11]=1)[C:6]([OH:8])=O)(=[O:3])[CH3:2].Cl.CN(C)CCCN=C=NCC.O.O[N:35]1[C:39]2C=[CH:41][CH:42]=[CH:43][C:38]=2N=N1.C(N)CCCC. (7) Given the product [CH2:1]([N:3]([CH3:25])[C:4]([C:6]1[CH:10]=[C:9]([C:11]2[CH:12]=[CH:13][C:14]([CH2:17][NH:18][S:27]([CH3:26])(=[O:29])=[O:28])=[CH:15][CH:16]=2)[N:8]([C:19]2[CH:20]=[N:21][CH:22]=[CH:23][CH:24]=2)[N:7]=1)=[O:5])[CH3:2], predict the reactants needed to synthesize it. The reactants are: [CH2:1]([N:3]([CH3:25])[C:4]([C:6]1[CH:10]=[C:9]([C:11]2[CH:16]=[CH:15][C:14]([CH2:17][NH2:18])=[CH:13][CH:12]=2)[N:8]([C:19]2[CH:20]=[N:21][CH:22]=[CH:23][CH:24]=2)[N:7]=1)=[O:5])[CH3:2].[CH3:26][S:27](Cl)(=[O:29])=[O:28]. (8) Given the product [NH:1]1[C:5]2[CH:6]=[CH:7][C:8]([C:10]([N:25]3[C@@H:26]4[C@H:21]([C:20]5[C:15]([O:14][CH3:13])=[CH:16][CH:17]=[CH:18][C:19]=5[CH2:28][CH2:27]4)[CH2:22][CH2:23][CH2:24]3)=[O:12])=[CH:9][C:4]=2[N:3]=[CH:2]1, predict the reactants needed to synthesize it. The reactants are: [NH:1]1[C:5]2[CH:6]=[CH:7][C:8]([C:10]([OH:12])=O)=[CH:9][C:4]=2[N:3]=[CH:2]1.[CH3:13][O:14][C:15]1[C:20]2[C@H:21]3[C@H:26]([CH2:27][CH2:28][C:19]=2[CH:18]=[CH:17][CH:16]=1)[NH:25][CH2:24][CH2:23][CH2:22]3.